This data is from Catalyst prediction with 721,799 reactions and 888 catalyst types from USPTO. The task is: Predict which catalyst facilitates the given reaction. (1) Reactant: C([O:8][C:9]1[CH:10]=[C:11]2[C:16](=[C:17]([C:19]([NH2:21])=[O:20])[CH:18]=1)[N:15]=[CH:14][N:13]=[C:12]2[NH:22][CH:23]([C:28]1[CH:33]=[CH:32][CH:31]=[C:30]([Cl:34])[CH:29]=1)[CH2:24][N:25]([CH3:27])[CH3:26])C1C=CC=CC=1. Product: [Cl:34][C:30]1[CH:29]=[C:28]([CH:23]([NH:22][C:12]2[C:11]3[C:16](=[C:17]([C:19]([NH2:21])=[O:20])[CH:18]=[C:9]([OH:8])[CH:10]=3)[N:15]=[CH:14][N:13]=2)[CH2:24][N:25]([CH3:27])[CH3:26])[CH:33]=[CH:32][CH:31]=1. The catalyst class is: 201. (2) Product: [Si:2]([O:1][CH:9]1[CH2:14][CH2:13][C:12]([C:16]#[CH:17])([OH:15])[CH2:11][CH2:10]1)([C:5]([CH3:8])([CH3:7])[CH3:6])([CH3:4])[CH3:3]. Reactant: [O:1]([CH:9]1[CH2:14][CH2:13][C:12](=[O:15])[CH2:11][CH2:10]1)[Si:2]([C:5]([CH3:8])([CH3:7])[CH3:6])([CH3:4])[CH3:3].[C:16]([Mg]Br)#[CH:17]. The catalyst class is: 683. (3) Reactant: [C:1]([O:7][CH2:8][CH2:9][O:10][CH3:11])(=[O:6])[CH2:2][C:3]([CH3:5])=O.[Br:12][C:13]1[CH:20]=[CH:19][C:16]([CH:17]=O)=[CH:15][CH:14]=1.[NH4+:21].[OH-:22]. Product: [CH3:11][O:10][CH2:9][CH2:8][O:7][C:1]([C:2]1[CH:17]([C:16]2[CH:19]=[CH:20][C:13]([Br:12])=[CH:14][CH:15]=2)[C:2]([C:1]([O:7][CH2:8][CH2:9][O:10][CH3:11])=[O:22])=[C:3]([CH3:5])[NH:21][C:3]=1[CH3:5])=[O:6]. The catalyst class is: 271. (4) The catalyst class is: 93. Product: [NH2:1][C:2]1[CH:11]=[CH:10][C:9]([CH:13]2[CH2:15][CH2:14]2)=[CH:8][C:3]=1[C:4]([O:6][CH3:7])=[O:5]. Reactant: [NH2:1][C:2]1[CH:11]=[CH:10][C:9](Br)=[CH:8][C:3]=1[C:4]([O:6][CH3:7])=[O:5].[CH:13]1(B(O)O)[CH2:15][CH2:14]1.[O-]P([O-])([O-])=O.[K+].[K+].[K+].P(C1CCCCC1)(C1CCCCC1)C1CCCCC1. (5) Reactant: FC(F)(F)C([N:5]([C@@H:14]1[CH2:16][C@H:15]1[C:17]1[CH:22]=[CH:21][CH:20]=[CH:19][CH:18]=1)[CH2:6][CH2:7][CH:8]1[CH2:13][CH2:12][NH:11][CH2:10][CH2:9]1)=O.[CH:25]([C:27]1[CH:35]=[CH:34][C:30]([C:31]([OH:33])=[O:32])=[CH:29][CH:28]=1)=O.C(O[BH-](OC(=O)C)OC(=O)C)(=O)C.[Na+]. Product: [C:17]1([C@@H:15]2[CH2:16][C@H:14]2[NH:5][CH2:6][CH2:7][CH:8]2[CH2:9][CH2:10][N:11]([CH2:25][C:27]3[CH:35]=[CH:34][C:30]([C:31]([OH:33])=[O:32])=[CH:29][CH:28]=3)[CH2:12][CH2:13]2)[CH:18]=[CH:19][CH:20]=[CH:21][CH:22]=1. The catalyst class is: 26.